Dataset: Peptide-MHC class I binding affinity with 185,985 pairs from IEDB/IMGT. Task: Regression. Given a peptide amino acid sequence and an MHC pseudo amino acid sequence, predict their binding affinity value. This is MHC class I binding data. (1) The peptide sequence is EEPVSLLPLS. The MHC is HLA-B18:01 with pseudo-sequence HLA-B18:01. The binding affinity (normalized) is 0.0244. (2) The peptide sequence is FPSIFSTEV. The MHC is HLA-B53:01 with pseudo-sequence HLA-B53:01. The binding affinity (normalized) is 0.626. (3) The peptide sequence is RLDKPLWLH. The MHC is HLA-B51:01 with pseudo-sequence HLA-B51:01. The binding affinity (normalized) is 0.0847. (4) The peptide sequence is MSADNAGAL. The MHC is HLA-A02:19 with pseudo-sequence HLA-A02:19. The binding affinity (normalized) is 0.0847. (5) The peptide sequence is DELGNILSVY. The MHC is HLA-B40:02 with pseudo-sequence HLA-B40:02. The binding affinity (normalized) is 0.117. (6) The peptide sequence is CIPSRSKMLK. The MHC is HLA-A68:01 with pseudo-sequence HLA-A68:01. The binding affinity (normalized) is 0.692. (7) The peptide sequence is SQDNQWSYK. The MHC is Mamu-B8301 with pseudo-sequence Mamu-B8301. The binding affinity (normalized) is 0.804. (8) The peptide sequence is KMVELVHFLL. The MHC is HLA-A02:01 with pseudo-sequence HLA-A02:01. The binding affinity (normalized) is 0.711.